The task is: Binary Classification. Given protein and peptide amino acid sequences, predict whether they interact or not.. This data is from Protein-peptide binding for MDM2, ACE2, and 12ca5 with 34 validated binders. (1) The protein target is MDM2 with sequence MCNTNMSVPTDGAVTTSQIPASEQETLVRPKPLLLKLLKSVGAQKDTYTMKEVLFYLGQYIMTKRLYDEKQQHIVYCSNDLLGDLFGVPSFSVKEHRKIYTMIYRNLVVVNQQESSDSGTSVSENRCHLEGGSDQKDLVQELQEEKPSSSHLVSRPSTSSRRRAISETEENSDELSGERQRKRHKSDSISLSFDESLALCVIREICCERSSSSESTGTPSNPDLDAGVSEHSGDWLDQDSVSDQFSVEFEVESLDSEDYSLSEEGQELSDEDDEVYQVTVYQAGESDTDSFEEDPEISLADYWKCTSCNEMNPPLPSHCNRCWALRENWLPEDKGKDKGEISEKAKLENSTQAEEGFDVPDCKKTIVNDSRESCVEENDDKITQASQSQESEDYSQPSTSSSIIYSSQEDVKEFEREETQDKEESVESSLPLNAIEPCVICQGRPKNGCIVHGKTGHLMACFTCAKKLKKRNKPCPVCRQPIQMIVLTYFP. The peptide is TSFAAYWAALAPK. (2) The protein target is MDM2 with sequence MCNTNMSVPTDGAVTTSQIPASEQETLVRPKPLLLKLLKSVGAQKDTYTMKEVLFYLGQYIMTKRLYDEKQQHIVYCSNDLLGDLFGVPSFSVKEHRKIYTMIYRNLVVVNQQESSDSGTSVSENRCHLEGGSDQKDLVQELQEEKPSSSHLVSRPSTSSRRRAISETEENSDELSGERQRKRHKSDSISLSFDESLALCVIREICCERSSSSESTGTPSNPDLDAGVSEHSGDWLDQDSVSDQFSVEFEVESLDSEDYSLSEEGQELSDEDDEVYQVTVYQAGESDTDSFEEDPEISLADYWKCTSCNEMNPPLPSHCNRCWALRENWLPEDKGKDKGEISEKAKLENSTQAEEGFDVPDCKKTIVNDSRESCVEENDDKITQASQSQESEDYSQPSTSSSIIYSSQEDVKEFEREETQDKEESVESSLPLNAIEPCVICQGRPKNGCIVHGKTGHLMACFTCAKKLKKRNKPCPVCRQPIQMIVLTYFP. The peptide is ASFAAAWAALSAK.